Dataset: Forward reaction prediction with 1.9M reactions from USPTO patents (1976-2016). Task: Predict the product of the given reaction. (1) The product is: [CH2:6]([C@H:5]([NH:13][C:14]([C@@H:16]([NH:21][C:22](=[O:25])[O:23][CH3:24])[C:17]([CH3:19])([CH3:20])[CH3:18])=[O:15])[C@@H:4]([OH:26])[CH2:3][C@@H:2]([NH:1][C:37](=[O:38])[C@@H:36]([N:40]1[CH2:44][CH2:43][N:42]([CH2:45][C:46]2[C:47]([CH3:52])=[N:48][CH:49]=[CH:50][CH:51]=2)[C:41]1=[O:53])[CH:35]([CH3:34])[CH2:54][CH3:55])[CH2:27][C:28]1[CH:29]=[CH:30][CH:31]=[CH:32][CH:33]=1)[C:7]1[CH:12]=[CH:11][CH:10]=[CH:9][CH:8]=1. Given the reactants [NH2:1][C@@H:2]([CH2:27][C:28]1[CH:33]=[CH:32][CH:31]=[CH:30][CH:29]=1)[CH2:3][C@H:4]([OH:26])[C@@H:5]([NH:13][C:14]([C@@H:16]([NH:21][C:22](=[O:25])[O:23][CH3:24])[C:17]([CH3:20])([CH3:19])[CH3:18])=[O:15])[CH2:6][C:7]1[CH:12]=[CH:11][CH:10]=[CH:9][CH:8]=1.[CH3:34][C@@H:35]([CH2:54][CH3:55])[C@H:36]([N:40]1[CH2:44][CH2:43][N:42]([CH2:45][C:46]2[C:47]([CH3:52])=[N:48][CH:49]=[CH:50][CH:51]=2)[C:41]1=[O:53])[C:37](O)=[O:38].CCN=C=NCCCN(C)C.C1C=CC2N(O)N=NC=2C=1.CN1CCOCC1, predict the reaction product. (2) Given the reactants Cl.[CH3:2][C:3]1([C:17]([O:19][CH2:20][CH3:21])=[O:18])[CH2:8][CH2:7][N:6]([C:9]2[CH2:16][C:12]3([CH2:15][NH:14][CH2:13]3)[O:11][N:10]=2)[CH2:5][CH2:4]1.[Cl:22][C:23]1[C:31]2[C:26](=[CH:27][C:28]([CH:38]=O)=[CH:29][C:30]=2[O:32][CH2:33][C:34]([F:37])([F:36])[F:35])[N:25]([CH2:40][CH3:41])[CH:24]=1, predict the reaction product. The product is: [Cl:22][C:23]1[C:31]2[C:26](=[CH:27][C:28]([CH2:38][N:14]3[CH2:15][C:12]4([CH2:16][C:9]([N:6]5[CH2:7][CH2:8][C:3]([CH3:2])([C:17]([O:19][CH2:20][CH3:21])=[O:18])[CH2:4][CH2:5]5)=[N:10][O:11]4)[CH2:13]3)=[CH:29][C:30]=2[O:32][CH2:33][C:34]([F:36])([F:35])[F:37])[N:25]([CH2:40][CH3:41])[CH:24]=1. (3) The product is: [CH2:3]([O:10][C:11]1[CH:12]=[CH:13][C:14]([S:17]([NH:20][CH2:21][C@H:22]([N:27]2[CH2:32][CH2:31][N:30]([S:33]([CH3:36])(=[O:34])=[O:35])[CH2:29][CH2:28]2)[C:23]([OH:25])=[O:24])(=[O:19])=[O:18])=[CH:15][CH:16]=1)[C:4]1[CH:9]=[CH:8][CH:7]=[CH:6][CH:5]=1. Given the reactants [OH-].[Li+].[CH2:3]([O:10][C:11]1[CH:16]=[CH:15][C:14]([S:17]([NH:20][CH2:21][C@H:22]([N:27]2[CH2:32][CH2:31][N:30]([S:33]([CH3:36])(=[O:35])=[O:34])[CH2:29][CH2:28]2)[C:23]([O:25]C)=[O:24])(=[O:19])=[O:18])=[CH:13][CH:12]=1)[C:4]1[CH:9]=[CH:8][CH:7]=[CH:6][CH:5]=1, predict the reaction product. (4) Given the reactants [CH:1]1[CH:2]=[CH:3][C:4]2[N:9]=[C:8]([C:10]3[N:14]=[CH:13][S:12][CH:11]=3)[NH:7][C:5]=2[CH:6]=1.C([O-])([O-])=O.[K+].[K+].[CH2:21](Br)[C:22]1[CH:27]=[CH:26][CH:25]=[CH:24][CH:23]=1, predict the reaction product. The product is: [CH2:21]([N:9]1[C:4]2[CH:3]=[CH:2][CH:1]=[CH:6][C:5]=2[N:7]=[C:8]1[C:10]1[N:14]=[CH:13][S:12][CH:11]=1)[C:22]1[CH:27]=[CH:26][CH:25]=[CH:24][CH:23]=1. (5) Given the reactants [CH:1]1([C:9](=O)[CH2:10][CH3:11])[CH2:8][CH2:7][CH2:6][CH2:5][CH:4]=[CH:3][CH2:2]1.C([OH:15])C, predict the reaction product. The product is: [CH:1]1([CH2:9][C:10](=[O:15])[CH3:11])[CH2:8][CH2:7][CH2:6][CH2:5][CH2:4][CH2:3][CH2:2]1. (6) Given the reactants [O:1]([C:8]1[CH:9]=[C:10]([CH:19]=[CH:20][CH:21]=1)[CH2:11][N:12]1[CH2:17][CH2:16][CH2:15][CH2:14][C:13]1=[O:18])[C:2]1[CH:7]=[CH:6][CH:5]=[CH:4][CH:3]=1.C[Si]([N-][Si](C)(C)C)(C)C.[Li+].[CH2:32]([O:34][C:35](Cl)=[O:36])[CH3:33].C(OCC)(=O)C, predict the reaction product. The product is: [CH2:32]([O:34][C:35]([CH:14]1[CH2:15][CH2:16][CH2:17][N:12]([CH2:11][C:10]2[CH:19]=[CH:20][CH:21]=[C:8]([O:1][C:2]3[CH:3]=[CH:4][CH:5]=[CH:6][CH:7]=3)[CH:9]=2)[C:13]1=[O:18])=[O:36])[CH3:33].